This data is from Forward reaction prediction with 1.9M reactions from USPTO patents (1976-2016). The task is: Predict the product of the given reaction. (1) The product is: [Cl:3][C:2]1[N:1]=[C:8]([S:28][CH2:27][C:21]2[CH:22]=[CH:23][CH:24]=[C:25]([F:26])[C:20]=2[F:19])[N:7]=[C:5]([NH:13][C@H:14]([CH3:15])[CH2:16][OH:29])[N:4]=1. Given the reactants [N:1]1[C:8](Cl)=[N:7][C:5](Cl)=[N:4][C:2]=1[Cl:3].C([N:13](CC)[CH:14]([CH3:16])[CH3:15])(C)C.[F:19][C:20]1[C:25]([F:26])=[CH:24][CH:23]=[CH:22][C:21]=1[CH2:27][SH:28].[O:29]1CCCC1, predict the reaction product. (2) Given the reactants [Br:1][C:2]1[CH:3]=[C:4]([C:12](=[CH:18][CH:19]2[CH2:23][CH2:22][C:21]3([O:28][CH2:27][C:26]([CH3:30])([CH3:29])[CH2:25][O:24]3)[CH2:20]2)[C:13]([O:15][CH2:16][CH3:17])=[O:14])[CH:5]=[CH:6][C:7]=1[S:8][CH:9]1[CH2:11][CH2:10]1.C1([O:34]B(O)O)CC1.P([O-])([O-])([O-])=O.[K+].[K+].[K+].[OH2:46], predict the reaction product. The product is: [Br:1][C:2]1[CH:3]=[C:4]([C:12](=[CH:18][CH:19]2[CH2:23][CH2:22][C:21]3([O:24][CH2:25][C:26]([CH3:29])([CH3:30])[CH2:27][O:28]3)[CH2:20]2)[C:13]([O:15][CH2:16][CH3:17])=[O:14])[CH:5]=[CH:6][C:7]=1[S:8]([CH:9]1[CH2:11][CH2:10]1)(=[O:34])=[O:46]. (3) The product is: [C:28]([C:25]1[CH:24]=[CH:23][C:22]([NH:21][CH:6]([C:7]2[CH:12]=[C:11]([O:13][CH2:14][CH3:15])[C:10]([O:16][CH2:17][CH2:18][OH:19])=[CH:9][C:8]=2[F:20])[C:5]([OH:31])=[O:4])=[CH:27][CH:26]=1)(=[NH:29])[NH2:30]. Given the reactants Cl.C([O:4][C:5](=[O:31])[CH:6]([NH:21][C:22]1[CH:27]=[CH:26][C:25]([C:28](=[NH:30])[NH2:29])=[CH:24][CH:23]=1)[C:7]1[CH:12]=[C:11]([O:13][CH2:14][CH3:15])[C:10]([O:16][CH2:17][CH2:18][OH:19])=[CH:9][C:8]=1[F:20])C.[OH-].[Na+].Cl, predict the reaction product. (4) Given the reactants [H-].[Na+].[Br:3][C:4]1[CH:25]=[CH:24][C:7]([O:8][C@H:9]2[CH2:14][CH2:13][N:12]([C:15]([O:17][C:18]([CH3:21])([CH3:20])[CH3:19])=[O:16])[CH2:11][C:10]2([F:23])[F:22])=[C:6]([C:26]#[N:27])[CH:5]=1.FC1(F)[C@@H](O)CCN(C(OC(C)(C)C)=O)C1.BrC1C=CC(F)=C(C=1)C#N.O, predict the reaction product. The product is: [Br:3][C:4]1[CH:25]=[CH:24][C:7]([O:8][C@H:9]2[CH2:14][CH2:13][N:12]([C:15]([O:17][C:18]([CH3:21])([CH3:20])[CH3:19])=[O:16])[CH2:11][C:10]2([F:22])[F:23])=[C:6]([C:26]#[N:27])[CH:5]=1.